Dataset: Reaction yield outcomes from USPTO patents with 853,638 reactions. Task: Predict the reaction yield, written as a fraction of the theoretical maximum amount of product (1.0 means a 100% yield; for example, 0.34 means a 34% yield). (1) The product is [CH3:9][C:10]1([CH3:17])[C:14]([CH3:16])([CH3:15])[O:13][B:12](/[CH:5]=[CH:4]/[CH2:3][CH2:2][C:1]([O:7][CH3:8])=[O:6])[O:11]1. The yield is 0.501. The catalyst is C(OCC)C.[H-].[Cl-].[CH-]1C=CC=C1.[CH-]1C=CC=C1.[Zr+2]. The reactants are [C:1]([O:7][CH3:8])(=[O:6])[CH2:2][CH2:3][C:4]#[CH:5].[CH3:9][C:10]1([CH3:17])[C:14]([CH3:16])([CH3:15])[O:13][BH:12][O:11]1.C(N(CC)CC)C. (2) The reactants are [CH3:1][O:2][C:3]([C:5]1[CH:10]=[CH:9][C:8]([N:11]=[C:12]=[S:13])=[CH:7][CH:6]=1)=[O:4].[N:14]#[C:15][NH2:16].CC(C)([O-])C.[K+].Br[CH2:24][C:25]([C:27]1[CH:32]=[CH:31][C:30]([O:33][CH3:34])=[CH:29][CH:28]=1)=[O:26]. The catalyst is C(#N)C.C(O)(C)(C)C.O. The product is [CH3:1][O:2][C:3](=[O:4])[C:5]1[CH:10]=[CH:9][C:8]([NH:11][C:12]2[S:13][C:24]([C:25](=[O:26])[C:27]3[CH:32]=[CH:31][C:30]([O:33][CH3:34])=[CH:29][CH:28]=3)=[C:15]([NH2:16])[N:14]=2)=[CH:7][CH:6]=1. The yield is 0.900. (3) The reactants are [C:1]([C:3]1([NH:12][C:13](=[O:20])[CH:14]([OH:19])[CH2:15][CH:16]([CH3:18])[CH3:17])[CH2:8][CH2:7][N:6]([CH2:9][CH2:10][CH3:11])[CH2:5][CH2:4]1)#[N:2].Cl[C:22](OC1C=CC([N+]([O-])=O)=CC=1)=[O:23].CN1CCOCC1.[CH2:41]([NH2:48])[C:42]1[CH:47]=[CH:46][CH:45]=[CH:44][CH:43]=1. The catalyst is C(Cl)Cl.CN(C1C=CN=CC=1)C. The product is [C:1]([C:3]1([NH:12][C:13]([CH:14]([O:19][C:22](=[O:23])[NH:48][CH2:41][C:42]2[CH:47]=[CH:46][CH:45]=[CH:44][CH:43]=2)[CH2:15][CH:16]([CH3:17])[CH3:18])=[O:20])[CH2:4][CH2:5][N:6]([CH2:9][CH2:10][CH3:11])[CH2:7][CH2:8]1)#[N:2]. The yield is 0.500. (4) The reactants are [CH:1]1([OH:7])[CH2:6][CH2:5][CH2:4][CH2:3][CH2:2]1.[H-].[Na+].Cl[C:11]1[CH:16]=[C:15](C#N)[CH:14]=[CH:13][N:12]=1.[CH3:19][N:20]1CCCC1=O. The catalyst is O. The product is [CH:1]1([O:7][C:15]2[CH:14]=[CH:13][N:12]=[C:11]([C:19]#[N:20])[CH:16]=2)[CH2:6][CH2:5][CH2:4][CH2:3][CH2:2]1. The yield is 0.760. (5) The reactants are [CH:1]1([C:4]2[N:9]=[C:8]([C:10]([NH:12][C:13]3[CH:14]=[N:15][N:16]([CH2:22][CH2:23][O:24]C4CCCCO4)[C:17]=3[C:18](=[O:21])[NH:19][CH3:20])=[O:11])[C:7]([NH:31][C:32]3[CH:33]=[N:34][CH:35]=[N:36][CH:37]=3)=[N:6][CH:5]=2)[CH2:3][CH2:2]1.C1(C)C=CC(S(O)(=O)=O)=CC=1. The catalyst is CO. The product is [OH:24][CH2:23][CH2:22][N:16]1[C:17]([C:18](=[O:21])[NH:19][CH3:20])=[C:13]([NH:12][C:10]([C:8]2[C:7]([NH:31][C:32]3[CH:33]=[N:34][CH:35]=[N:36][CH:37]=3)=[N:6][CH:5]=[C:4]([CH:1]3[CH2:3][CH2:2]3)[N:9]=2)=[O:11])[CH:14]=[N:15]1. The yield is 0.910. (6) The reactants are [O:1]=[C:2]1[N:7]([CH:8]([CH3:19])[C:9]([O:11]CC2C=CC=CC=2)=[O:10])[CH2:6][CH2:5][O:4][CH2:3]1.[H][H]. The catalyst is C(O)C.[Pd]. The product is [O:1]=[C:2]1[N:7]([CH:8]([CH3:19])[C:9]([OH:11])=[O:10])[CH2:6][CH2:5][O:4][CH2:3]1. The yield is 0.930. (7) The reactants are [Li]CCCC.Br[C:7]1[CH:16]=[CH:15][CH:14]=[C:13]2[C:8]=1[CH:9]=[CH:10][N:11]=[CH:12]2.C([O:20][B:21](OC(C)C)[O:22]C(C)C)(C)C. The catalyst is C1COCC1. The product is [B:21]([OH:22])([OH:20])[C:7]1[CH:16]=[CH:15][CH:14]=[C:13]2[C:8]=1[CH:9]=[CH:10][N:11]=[CH:12]2. The yield is 0.580. (8) The reactants are [O:1]1[CH2:6][CH2:5]OCC1.[Se](=O)=O.[F:10][C:11]1[CH:16]=[CH:15][C:14]([NH:17][C:18]2[N:19]([CH3:34])[C:20]3[C:29]4[C:28](=[O:30])[NH:27][C:26](C)=[C:25](C)[C:24]=4[CH:23]=[CH:22][C:21]=3[N:33]=2)=[C:13]([CH3:35])[CH:12]=1.[Se]. The catalyst is CO.O. The product is [F:10][C:11]1[CH:16]=[CH:15][C:14]([NH:17][C:18]2[N:19]([CH3:34])[C:20]3[C:29]4[C:28](=[O:30])[NH:27][C:5]([CH:6]=[O:1])=[C:25]([CH3:26])[C:24]=4[CH:23]=[CH:22][C:21]=3[N:33]=2)=[C:13]([CH3:35])[CH:12]=1. The yield is 0.610. (9) The reactants are [CH2:1]([C:8]1[NH:13][C:12](=[O:14])[CH:11]=[CH:10][N:9]=1)[C:2]1[CH:7]=[CH:6][CH:5]=[CH:4][CH:3]=1.[Br:15]Br. The catalyst is C(Cl)(Cl)Cl.CO. The product is [CH2:1]([C:8]1[NH:13][C:12](=[O:14])[C:11]([Br:15])=[CH:10][N:9]=1)[C:2]1[CH:3]=[CH:4][CH:5]=[CH:6][CH:7]=1. The yield is 0.400.